Dataset: NCI-60 drug combinations with 297,098 pairs across 59 cell lines. Task: Regression. Given two drug SMILES strings and cell line genomic features, predict the synergy score measuring deviation from expected non-interaction effect. Drug 1: CC1C(C(CC(O1)OC2CC(CC3=C2C(=C4C(=C3O)C(=O)C5=C(C4=O)C(=CC=C5)OC)O)(C(=O)C)O)N)O.Cl. Drug 2: CCCS(=O)(=O)NC1=C(C(=C(C=C1)F)C(=O)C2=CNC3=C2C=C(C=N3)C4=CC=C(C=C4)Cl)F. Cell line: HCT116. Synergy scores: CSS=21.9, Synergy_ZIP=4.44, Synergy_Bliss=5.97, Synergy_Loewe=-38.3, Synergy_HSA=4.62.